From a dataset of Full USPTO retrosynthesis dataset with 1.9M reactions from patents (1976-2016). Predict the reactants needed to synthesize the given product. (1) The reactants are: [CH2:1]([C:8]1[CH:31]=[CH:30][CH:29]=[CH:28][C:9]=1[C:10]([NH:12][CH2:13][C:14]1[CH:19]=[C:18]([C:20]([F:23])([F:22])[F:21])[CH:17]=[C:16]([C:24]([F:27])([F:26])[F:25])[CH:15]=1)=[O:11])[C:2]1[CH:7]=[CH:6][CH:5]=[CH:4][CH:3]=1.[CH3:32][Si](C)(C)[N-][Si](C)(C)C.[K+].CI.C(OCC)(=O)C. Given the product [CH2:1]([C:8]1[CH:31]=[CH:30][CH:29]=[CH:28][C:9]=1[C:10]([N:12]([CH2:13][C:14]1[CH:15]=[C:16]([C:24]([F:25])([F:26])[F:27])[CH:17]=[C:18]([C:20]([F:22])([F:23])[F:21])[CH:19]=1)[CH3:32])=[O:11])[C:2]1[CH:7]=[CH:6][CH:5]=[CH:4][CH:3]=1, predict the reactants needed to synthesize it. (2) The reactants are: Br[C:2]1[CH:7]=[CH:6][C:5]([F:8])=[CH:4][CH:3]=1.[Li]CCCC.[O:14]=[C:15]1[CH2:20][CH2:19][CH2:18][CH2:17][CH:16]1[N:21]1[CH2:37][CH2:36][C:24]2([C:28](=[O:29])[NH:27][CH2:26][CH:25]2[C:30]2[CH:35]=[CH:34][CH:33]=[CH:32][CH:31]=2)[CH2:23][CH2:22]1.[Cl-].[NH4+]. Given the product [CH3:15][OH:14].[NH4+:21].[OH-:14].[F:8][C:5]1[CH:6]=[CH:7][C:2]([C:15]2([OH:14])[CH2:20][CH2:19][CH2:18][CH2:17][CH:16]2[N:21]2[CH2:37][CH2:36][C:24]3([C:28](=[O:29])[NH:27][CH2:26][CH:25]3[C:30]3[CH:31]=[CH:32][CH:33]=[CH:34][CH:35]=3)[CH2:23][CH2:22]2)=[CH:3][CH:4]=1, predict the reactants needed to synthesize it. (3) Given the product [CH3:26][O:20][C:18](=[O:19])[CH:16]=[C:9]([C:4]1[CH:3]=[C:2]([F:1])[CH:7]=[C:6]([F:8])[CH:5]=1)[C:10]([F:13])([F:12])[F:11], predict the reactants needed to synthesize it. The reactants are: [F:1][C:2]1[CH:3]=[C:4]([C:9](=O)[C:10]([F:13])([F:12])[F:11])[CH:5]=[C:6]([F:8])[CH:7]=1.C[C:16](P(OC)(O)=O)([C:18]([O-:20])=[O:19])C.[CH3:26]N(C)C(=N)N(C)C. (4) Given the product [NH:11]1[C:15]2[CH:16]=[CH:17][CH:18]=[CH:19][C:14]=2[N:13]=[C:12]1[C@H:8]([NH:9][C:10]([NH:23][C@H:24]1[CH2:29][CH2:28][CH2:27][CH2:26][C@@H:25]1[OH:30])=[O:20])[CH2:7][C:6]1[CH:21]=[CH:22][C:3]([O:2][CH3:1])=[CH:4][CH:5]=1, predict the reactants needed to synthesize it. The reactants are: [CH3:1][O:2][C:3]1[CH:22]=[CH:21][C:6]([CH2:7][C@@H:8]2[C:12]3=[N:13][C:14]4[CH:19]=[CH:18][CH:17]=[CH:16][C:15]=4[N:11]3[C:10](=[O:20])[NH:9]2)=[CH:5][CH:4]=1.[NH2:23][C@H:24]1[CH2:29][CH2:28][CH2:27][CH2:26][C@@H:25]1[OH:30]. (5) Given the product [NH2:20][C@H:15]([CH2:16][CH:17]([CH3:19])[CH3:18])[C:14]([NH:13][CH:8]1[CH2:7][C:6]2[C:11](=[C:2]([NH2:1])[CH:3]=[CH:4][CH:5]=2)[NH:10][C:9]1=[O:12])=[O:28], predict the reactants needed to synthesize it. The reactants are: [NH2:1][C:2]1[CH:3]=[CH:4][CH:5]=[C:6]2[C:11]=1[NH:10][C:9](=[O:12])[CH:8]([NH:13][C:14](=[O:28])[C@H:15]([NH:20]C(=O)OC(C)(C)C)[CH2:16][CH:17]([CH3:19])[CH3:18])[CH2:7]2.Cl.C(=O)(O)[O-].[Na+]. (6) Given the product [F:1][C:2]1[CH:3]=[CH:4][C:5]([CH2:8][CH2:9][CH2:10][CH2:11][NH:13][CH3:14])=[CH:6][CH:7]=1, predict the reactants needed to synthesize it. The reactants are: [F:1][C:2]1[CH:7]=[CH:6][C:5]([CH2:8][CH2:9][CH2:10][C:11]([NH:13][CH3:14])=O)=[CH:4][CH:3]=1.[BH4-].[Na+].II.CO.